This data is from Reaction yield outcomes from USPTO patents with 853,638 reactions. The task is: Predict the reaction yield, written as a fraction of the theoretical maximum amount of product (1.0 means a 100% yield; for example, 0.34 means a 34% yield). (1) The reactants are Br[C:2]1[N:7]2[CH:8]=[C:9](/[CH:11]=[CH:12]/[C:13]3[CH:22]=[CH:21][C:20]4[C:15](=[CH:16][CH:17]=[CH:18][CH:19]=4)[N:14]=3)[N:10]=[C:6]2[C:5]([N:23]2[CH2:28][CH2:27][O:26][CH2:25][CH2:24]2)=[N:4][CH:3]=1.CC1(C)OB([C:35]2[CH:40]=[CH:39][C:38]([N:41]3[CH2:46][CH2:45][CH:44]([C:47]([O:49][CH2:50][CH3:51])=[O:48])[CH2:43][CH2:42]3)=[CH:37][CH:36]=2)OC1(C)C. No catalyst specified. The product is [O:26]1[CH2:27][CH2:28][N:23]([C:5]2[C:6]3[N:7]([CH:8]=[C:9](/[CH:11]=[CH:12]/[C:13]4[CH:22]=[CH:21][C:20]5[C:15](=[CH:16][CH:17]=[CH:18][CH:19]=5)[N:14]=4)[N:10]=3)[C:2]([C:35]3[CH:36]=[CH:37][C:38]([N:41]4[CH2:46][CH2:45][CH:44]([C:47]([O:49][CH2:50][CH3:51])=[O:48])[CH2:43][CH2:42]4)=[CH:39][CH:40]=3)=[CH:3][N:4]=2)[CH2:24][CH2:25]1. The yield is 0.420. (2) The reactants are [Na].Cl[C:3]1[N:8]=[C:7](Cl)[C:6]([CH:10]([CH3:12])[CH3:11])=[C:5]([O:13][C:14]2[CH:19]=[C:18]([CH3:20])[CH:17]=[C:16]([CH:21]3[O:25][CH2:24][CH2:23][O:22]3)[CH:15]=2)[N:4]=1.[CH2:26]([OH:33])[C:27]1[CH:32]=[CH:31][CH:30]=[CH:29][CH:28]=1. No catalyst specified. The product is [CH2:26]([O:33][C:3]1[N:8]=[C:7]([O:22][CH2:21][C:16]2[CH:17]=[CH:18][CH:19]=[CH:14][CH:15]=2)[C:6]([CH:10]([CH3:12])[CH3:11])=[C:5]([O:13][C:14]2[CH:19]=[C:18]([CH3:20])[CH:17]=[C:16]([CH:21]3[O:25][CH2:24][CH2:23][O:22]3)[CH:15]=2)[N:4]=1)[C:27]1[CH:32]=[CH:31][CH:30]=[CH:29][CH:28]=1. The yield is 0.570. (3) The yield is 0.400. The catalyst is O1CCOCC1.O.C1C=CC([P]([Pd]([P](C2C=CC=CC=2)(C2C=CC=CC=2)C2C=CC=CC=2)([P](C2C=CC=CC=2)(C2C=CC=CC=2)C2C=CC=CC=2)[P](C2C=CC=CC=2)(C2C=CC=CC=2)C2C=CC=CC=2)(C2C=CC=CC=2)C2C=CC=CC=2)=CC=1. The reactants are [CH3:1][C@H:2]([NH:7][C:8]([C:10]1[C:18]2[C:13](=[N:14][CH:15]=[C:16](Br)[N:17]=2)[N:12]([CH2:20][O:21][CH2:22][CH2:23][Si:24]([CH3:27])([CH3:26])[CH3:25])[CH:11]=1)=[O:9])[C:3]([CH3:6])([CH3:5])[CH3:4].[CH3:28][O:29][C:30]([C:32]1[S:36][C:35](B(O)O)=[CH:34][CH:33]=1)=[O:31].C([O-])([O-])=O.[Na+].[Na+]. The product is [CH3:28][O:29][C:30]([C:32]1[S:36][C:35]([C:16]2[N:17]=[C:18]3[C:10]([C:8](=[O:9])[NH:7][C@@H:2]([CH3:1])[C:3]([CH3:6])([CH3:5])[CH3:4])=[CH:11][N:12]([CH2:20][O:21][CH2:22][CH2:23][Si:24]([CH3:27])([CH3:26])[CH3:25])[C:13]3=[N:14][CH:15]=2)=[CH:34][CH:33]=1)=[O:31]. (4) The reactants are [NH2:1][C:2]1[CH:7]=[CH:6][C:5]([OH:8])=[CH:4][C:3]=1[N+:9]([O-:11])=[O:10].C(=O)([O-])[O-].[Cs+].[Cs+].Br[CH:19]([CH3:21])[CH3:20]. The catalyst is CN(C=O)C. The product is [CH:19]([O:8][C:5]1[CH:6]=[CH:7][C:2]([NH2:1])=[C:3]([N+:9]([O-:11])=[O:10])[CH:4]=1)([CH3:21])[CH3:20]. The yield is 0.830. (5) The reactants are [NH2:1][C@@H:2]([CH2:12][CH:13]([CH3:15])[CH3:14])[CH:3]([C:5]1[CH:10]=[CH:9][CH:8]=[C:7]([F:11])[CH:6]=1)[OH:4].I[C:17]1[CH:18]=[C:19]2[C:23](=[CH:24][CH:25]=1)[N:22]([C:26]1[CH:31]=[CH:30][C:29]([F:32])=[CH:28][CH:27]=1)[N:21]=[CH:20]2.C(=O)([O-])[O-].[Cs+].[Cs+].C(#N)C(C)C. The catalyst is [Cu]I. The product is [F:11][C:7]1[CH:6]=[C:5]([CH:3]([O:4][C:17]2[CH:18]=[C:19]3[C:23](=[CH:24][CH:25]=2)[N:22]([C:26]2[CH:31]=[CH:30][C:29]([F:32])=[CH:28][CH:27]=2)[N:21]=[CH:20]3)[C@H:2]([CH2:12][CH:13]([CH3:15])[CH3:14])[NH2:1])[CH:10]=[CH:9][CH:8]=1. The yield is 0.233. (6) The reactants are [N-:1]=[N+:2]=[N-:3].[Na+].[CH3:5][C:6]([O:9][C:10]([N:12]1[CH2:18][CH2:17][CH:16]2[CH:14]([O:15]2)[CH2:13]1)=[O:11])([CH3:8])[CH3:7].[Cl-].[NH4+].C([O-])(O)=O.[Na+]. The catalyst is CCO.O. The product is [CH3:8][C:6]([O:9][C:10]([N:12]1[CH2:18][CH2:17][CH:16]([N:1]=[N+:2]=[N-:3])[CH:14]([OH:15])[CH2:13]1)=[O:11])([CH3:5])[CH3:7].[CH3:8][C:6]([O:9][C:10]([N:12]1[CH2:18][CH2:17][CH:16]([OH:15])[CH:14]([N:1]=[N+:2]=[N-:3])[CH2:13]1)=[O:11])([CH3:5])[CH3:7]. The yield is 0.350.